This data is from Reaction yield outcomes from USPTO patents with 853,638 reactions. The task is: Predict the reaction yield, written as a fraction of the theoretical maximum amount of product (1.0 means a 100% yield; for example, 0.34 means a 34% yield). (1) The reactants are O=[C:2]([C:26]1[CH:31]=[CH:30][N:29]=[CH:28][CH:27]=1)[CH:3]([C:8]1[CH:13]=[CH:12][C:11]([O:14][CH2:15][C:16]2[CH:25]=[CH:24][C:23]3[C:18](=[CH:19][CH:20]=[CH:21][CH:22]=3)[N:17]=2)=[CH:10][CH:9]=1)[C:4]([O:6]C)=O.[NH2:32][NH2:33].O. The catalyst is C(O)C. The product is [N:29]1[CH:30]=[CH:31][C:26]([C:2]2[NH:33][NH:32][C:4](=[O:6])[C:3]=2[C:8]2[CH:13]=[CH:12][C:11]([O:14][CH2:15][C:16]3[CH:25]=[CH:24][C:23]4[C:18](=[CH:19][CH:20]=[CH:21][CH:22]=4)[N:17]=3)=[CH:10][CH:9]=2)=[CH:27][CH:28]=1. The yield is 0.370. (2) The reactants are [N:1]([C:4]1[C:13]([F:14])=[C:12]([F:15])[C:7]([C:8]([O:10]C)=[O:9])=[C:6]([F:16])[C:5]=1[F:17])=[N+:2]=[N-:3].[OH-].[Na+].Cl. The yield is 0.850. The catalyst is CO. The product is [N:1]([C:4]1[C:5]([F:17])=[C:6]([F:16])[C:7]([C:8]([OH:10])=[O:9])=[C:12]([F:15])[C:13]=1[F:14])=[N+:2]=[N-:3]. (3) The reactants are [H-].[Na+].COP([CH:9]([C:17]1[CH:22]=[CH:21][CH:20]=[C:19]([C:23]#[N:24])[CH:18]=1)[O:10][CH:11]1[CH2:16][CH2:15][CH2:14][CH2:13][O:12]1)(=O)OC.[N:25]1[CH:30]=[CH:29][C:28]([CH:31]=O)=[CH:27][CH:26]=1.O. The catalyst is C1COCC1. The product is [N:25]1[CH:30]=[CH:29][C:28](/[CH:31]=[C:9](\[C:17]2[CH:18]=[C:19]([CH:20]=[CH:21][CH:22]=2)[C:23]#[N:24])/[O:10][CH:11]2[CH2:16][CH2:15][CH2:14][CH2:13][O:12]2)=[CH:27][CH:26]=1. The yield is 0.980. (4) The reactants are [C:1]1([CH2:7][CH2:8][C@H:9]([O:33][CH:34]2[CH2:39][CH2:38][CH2:37][CH2:36][O:35]2)/[CH:10]=[CH:11]/[C@@H:12]2[C@@H:24]3[C@@H:15]([O:16][C:17](=[O:25])[CH2:18][CH2:19][CH2:20][CH:21]=[CH:22][CH2:23]3)[CH2:14][C@H:13]2[O:26][CH:27]2[CH2:32][CH2:31][CH2:30][CH2:29][O:28]2)[CH:6]=[CH:5][CH:4]=[CH:3][CH:2]=1.[CH2:40]([NH2:42])[CH3:41].Cl. The catalyst is O1CCCC1.O. The product is [CH2:40]([NH:42][C:17](=[O:25])[CH2:18][CH2:19][CH2:20]/[CH:21]=[CH:22]\[CH2:23][C@H:24]1[C@@H:15]([OH:16])[CH2:14][C@@H:13]([O:26][CH:27]2[CH2:32][CH2:31][CH2:30][CH2:29][O:28]2)[C@@H:12]1/[CH:11]=[CH:10]/[C@@H:9]([O:33][CH:34]1[CH2:39][CH2:38][CH2:37][CH2:36][O:35]1)[CH2:8][CH2:7][C:1]1[CH:6]=[CH:5][CH:4]=[CH:3][CH:2]=1)[CH3:41]. The yield is 0.738. (5) The reactants are [Si:1]([O:8][CH:9]([C:22]1[O:23][C:24]([Sn](CCCC)(CCCC)CCCC)=[CH:25][N:26]=1)[CH2:10][CH2:11][CH2:12][CH2:13][CH2:14][CH2:15][C:16]1[CH:21]=[CH:20][CH:19]=[CH:18][CH:17]=1)([C:4]([CH3:7])([CH3:6])[CH3:5])([CH3:3])[CH3:2].Br[C:41]1[CH:46]=[CH:45][C:44]([CH3:47])=[CH:43][N:42]=1. No catalyst specified. The product is [Si:1]([O:8][CH:9]([C:22]1[O:23][C:24]([C:41]2[CH:46]=[CH:45][C:44]([CH3:47])=[CH:43][N:42]=2)=[CH:25][N:26]=1)[CH2:10][CH2:11][CH2:12][CH2:13][CH2:14][CH2:15][C:16]1[CH:21]=[CH:20][CH:19]=[CH:18][CH:17]=1)([C:4]([CH3:7])([CH3:5])[CH3:6])([CH3:2])[CH3:3]. The yield is 0.610. (6) The reactants are [NH2:1][N:2]([CH:10]([CH3:12])[CH3:11])C(=O)OC(C)(C)C.O/[CH:14]=[C:15]1\[C:16](=O)[C:17]2[C:22]([O:23][C:24]3\1[CH2:29][CH2:28][N:27]([C:30]([O:32][CH2:33][C:34]1[CH:39]=[CH:38][CH:37]=[CH:36][CH:35]=1)=[O:31])[CH2:26][CH2:25]3)=[CH:21][CH:20]=[CH:19][CH:18]=2.C(O)(C(F)(F)F)=O. The catalyst is ClCCl. The product is [CH:10]([N:2]1[C:16]2[C:17]3[CH:18]=[CH:19][CH:20]=[CH:21][C:22]=3[O:23][C:24]3([CH2:29][CH2:28][N:27]([C:30]([O:32][CH2:33][C:34]4[CH:39]=[CH:38][CH:37]=[CH:36][CH:35]=4)=[O:31])[CH2:26][CH2:25]3)[C:15]=2[CH:14]=[N:1]1)([CH3:12])[CH3:11]. The yield is 0.910. (7) The reactants are [F:1][C:2]1[CH:8]=[C:7]([N+:9]([O-:11])=[O:10])[CH:6]=[CH:5][C:3]=1[NH2:4].CO[CH:14](OC)[N:15]([CH3:17])[CH3:16].O. The catalyst is CN(C)C=O. The product is [F:1][C:2]1[CH:8]=[C:7]([N+:9]([O-:11])=[O:10])[CH:6]=[CH:5][C:3]=1[N:4]=[CH:14][N:15]([CH3:17])[CH3:16]. The yield is 0.850.